From a dataset of Reaction yield outcomes from USPTO patents with 853,638 reactions. Predict the reaction yield, written as a fraction of the theoretical maximum amount of product (1.0 means a 100% yield; for example, 0.34 means a 34% yield). (1) The reactants are [C:1](Cl)(=[O:3])[CH3:2].[Cl:5][C:6]1[CH:30]=[CH:29][C:28]([O:31][CH:32]2[CH2:36][CH2:35][NH:34][CH2:33]2)=[CH:27][C:7]=1[C:8]([NH:10][C:11](=[O:26])[NH:12][C:13]1[S:14][C:15]2[CH:21]=[C:20]([S:22]([CH3:25])(=[O:24])=[O:23])[CH:19]=[CH:18][C:16]=2[N:17]=1)=[O:9].C(N(CC)CC)C. The catalyst is CN(C=O)C. The product is [C:1]([N:34]1[CH2:35][CH2:36][CH:32]([O:31][C:28]2[CH:29]=[CH:30][C:6]([Cl:5])=[C:7]([CH:27]=2)[C:8]([NH:10][C:11](=[O:26])[NH:12][C:13]2[S:14][C:15]3[CH:21]=[C:20]([S:22]([CH3:25])(=[O:24])=[O:23])[CH:19]=[CH:18][C:16]=3[N:17]=2)=[O:9])[CH2:33]1)(=[O:3])[CH3:2]. The yield is 0.440. (2) The reactants are [CH3:1][O:2][C:3]1[CH:4]=[CH:5][C:6]2[O:10][C:9]([CH:11]([NH:18][C:19]3[CH:24]=[CH:23][C:22]([C:25]([N:27]([CH3:35])[CH2:28][CH2:29][C:30]([O:32]CC)=[O:31])=[O:26])=[CH:21][CH:20]=3)[CH2:12][CH2:13][CH2:14][CH2:15][CH2:16][CH3:17])=[C:8]([CH3:36])[C:7]=2[CH:37]=1.O1CCCC1.[OH-].[Na+]. The catalyst is C(O)C. The product is [CH3:1][O:2][C:3]1[CH:4]=[CH:5][C:6]2[O:10][C:9]([CH:11]([NH:18][C:19]3[CH:20]=[CH:21][C:22]([C:25]([N:27]([CH3:35])[CH2:28][CH2:29][C:30]([OH:32])=[O:31])=[O:26])=[CH:23][CH:24]=3)[CH2:12][CH2:13][CH2:14][CH2:15][CH2:16][CH3:17])=[C:8]([CH3:36])[C:7]=2[CH:37]=1. The yield is 0.560. (3) The yield is 0.670. The product is [Cl:1][C:2]1[N:7]=[CH:6][C:5]2[C:8]([C:20]([OH:22])=[O:21])=[CH:9][N:10]([CH:11]([CH3:13])[CH3:12])[C:4]=2[CH:3]=1. The reactants are [Cl:1][C:2]1[N:7]=[CH:6][C:5]2[C:8](I)=[CH:9][N:10]([CH:11]([CH3:13])[CH3:12])[C:4]=2[CH:3]=1.[Li]CCCC.[C:20](=[O:22])=[O:21]. The catalyst is O1CCCC1. (4) The reactants are [CH3:1][O:2][C:3]1[CH:4]=[C:5]2[C:10](=[CH:11][C:12]=1[O:13][CH3:14])[N:9]=[CH:8][CH:7]=[C:6]2[O:15][C:16]1[CH:22]=[CH:21][C:19]([NH2:20])=[C:18]([F:23])[CH:17]=1.ClC(Cl)(O[C:28](=[O:34])OC(Cl)(Cl)Cl)Cl.Cl.[F:37][CH2:38][CH2:39][CH2:40][CH2:41][NH2:42].C(=O)([O-])O.[Na+]. The catalyst is C1(C)C=CC=CC=1.ClCCl.C(N(CC)CC)C. The product is [CH3:1][O:2][C:3]1[CH:4]=[C:5]2[C:10](=[CH:11][C:12]=1[O:13][CH3:14])[N:9]=[CH:8][CH:7]=[C:6]2[O:15][C:16]1[CH:22]=[CH:21][C:19]([NH:20][C:28]([NH:42][CH2:41][CH2:40][CH2:39][CH2:38][F:37])=[O:34])=[C:18]([F:23])[CH:17]=1. The yield is 0.550. (5) The reactants are [ClH:1].[NH2:2][C:3]1[N:8]=[CH:7][C:6](/[CH:9]=[CH:10]/[C:11]([OH:13])=O)=[CH:5][C:4]=1[CH2:14][N:15]1[CH2:20][CH2:19][N:18]([CH3:21])[CH2:17][CH2:16]1.Cl.[CH3:23][N:24]1CC2C=C(/C=C/C(O)=O)C=NC=2NC(=O)C1.[CH2:41]([O:43][C:44]1[C:52]([O:53][CH3:54])=[CH:51][CH:50]=[CH:49][C:45]=1[CH2:46]CN)[CH3:42].CNCC1C=CC2C(=CC=CC=2)C=1CCC. No catalyst specified. The product is [ClH:1].[NH2:2][C:3]1[N:8]=[CH:7][C:6](/[CH:9]=[CH:10]/[C:11]([N:24]([CH2:46][C:45]2[CH:49]=[CH:50][CH:51]=[C:52]([O:53][CH3:54])[C:44]=2[O:43][CH2:41][CH3:42])[CH3:23])=[O:13])=[CH:5][C:4]=1[CH2:14][N:15]1[CH2:20][CH2:19][N:18]([CH3:21])[CH2:17][CH2:16]1. The yield is 0.250. (6) The catalyst is O1CCCC1. The product is [Cl:1][C:2]1[C:3]([O:12][C:13]2[CH:18]=[C:17]([O:19][CH2:20][CH2:21][O:22][CH3:23])[CH:16]=[CH:15][C:14]=2[CH2:24][CH2:25][CH2:26][OH:27])=[N:4][CH:5]=[C:6]([C:8]([F:10])([F:9])[F:11])[CH:7]=1. The yield is 0.830. The reactants are [Cl:1][C:2]1[C:3]([O:12][C:13]2[CH:18]=[C:17]([O:19][CH2:20][CH2:21][O:22][CH3:23])[CH:16]=[CH:15][C:14]=2[CH2:24][CH2:25][C:26](OCC)=[O:27])=[N:4][CH:5]=[C:6]([C:8]([F:11])([F:10])[F:9])[CH:7]=1.[H-].[Al+3].[Li+].[H-].[H-].[H-].O.O.O.O.O.O.O.O.O.O.[O-]S([O-])(=O)=O.[Na+].[Na+]. (7) The reactants are [CH3:1][C:2]1[CH:3]=[C:4](Cl)[CH:5]=[CH:6][C:7]=1[CH3:8].[C:10]1(B(O)O)[CH:15]=[CH:14][CH:13]=[CH:12][CH:11]=1.C([O-])([O-])=O.[K+].[K+]. The catalyst is CC([O-])=O.CC([O-])=O.[Pd+2].C1(P(C2CCCCC2)C2C=CC=CC=2C2C(OC)=CC=C(S([O-])(=O)=O)C=2OC)CCCCC1.[Na+].O. The product is [CH3:1][C:2]1[CH:3]=[C:4]([C:10]2[CH:15]=[CH:14][CH:13]=[CH:12][CH:11]=2)[CH:5]=[CH:6][C:7]=1[CH3:8]. The yield is 0.990.